From a dataset of CYP1A2 inhibition data for predicting drug metabolism from PubChem BioAssay. Regression/Classification. Given a drug SMILES string, predict its absorption, distribution, metabolism, or excretion properties. Task type varies by dataset: regression for continuous measurements (e.g., permeability, clearance, half-life) or binary classification for categorical outcomes (e.g., BBB penetration, CYP inhibition). Dataset: cyp1a2_veith. The compound is O=C(c1ccco1)N1CCC2(CCCN(Cc3ccccc3)C2)CC1. The result is 0 (non-inhibitor).